This data is from Full USPTO retrosynthesis dataset with 1.9M reactions from patents (1976-2016). The task is: Predict the reactants needed to synthesize the given product. (1) Given the product [O:16]1[C:8]2[CH:7]=[CH:6][C:11]([CH:12]=[C:19]3[S:1][C:2](=[O:25])[NH:3][C:20]3=[O:22])=[CH:10][C:9]=2[O:14][CH2:15]1, predict the reactants needed to synthesize it. The reactants are: [S:1]1CC[NH:3][CH2:2]1.[CH:6]1[C:11]([CH:12]=O)=[CH:10][C:9]2[O:14][CH2:15][O:16][C:8]=2[CH:7]=1.NC[CH2:19][C:20]([OH:22])=O.C(O)(=[O:25])C. (2) Given the product [N+:10]([C:8]1[CH:7]=[CH:6][C:3]2[CH:4]=[C:20]([C:21]([OH:23])=[O:22])[O:1][C:2]=2[CH:9]=1)([O-:12])=[O:11], predict the reactants needed to synthesize it. The reactants are: [OH:1][C:2]1[CH:9]=[C:8]([N+:10]([O-:12])=[O:11])[CH:7]=[CH:6][C:3]=1[CH:4]=O.C(=O)([O-])[O-].[K+].[K+].Cl[CH2:20][C:21]([O:23]C)=[O:22].[OH-].[K+].Cl.